From a dataset of Catalyst prediction with 721,799 reactions and 888 catalyst types from USPTO. Predict which catalyst facilitates the given reaction. (1) Reactant: Br[C:2]1[CH:3]=[C:4]2[C:10]([C:11](=[O:13])[CH3:12])=[CH:9][N:8]([S:14]([C:17]3[CH:22]=[CH:21][CH:20]=[CH:19][CH:18]=3)(=[O:16])=[O:15])[C:5]2=N[CH:7]=1.[C:23]1(B(O)O)[CH:28]=[CH:27][CH:26]=[CH:25][CH:24]=1.[C:32](=O)([O-])[O-].[K+].[K+]. Product: [C:23]1([C:2]2[CH:3]=[C:4]3[C:5](=[CH:32][CH:7]=2)[N:8]([S:14]([C:17]2[CH:22]=[CH:21][CH:20]=[CH:19][CH:18]=2)(=[O:16])=[O:15])[CH:9]=[C:10]3[C:11](=[O:13])[CH3:12])[CH:28]=[CH:27][CH:26]=[CH:25][CH:24]=1. The catalyst class is: 438. (2) Reactant: [Li]C[CH2:3][CH2:4][CH3:5].[C:6]1([S:12]([N:15]2[C:19]3=[N:20][CH:21]=[CH:22][C:23]([Br:24])=[C:18]3[CH:17]=[CH:16]2)(=[O:14])=[O:13])[CH:11]=[CH:10][CH:9]=[CH:8][CH:7]=1.C[N:26](C)[CH:27]=[O:28]. Product: [CH:4]([NH:26][CH:22]([CH3:21])[CH3:23])([CH3:5])[CH3:3].[C:6]1([S:12]([N:15]2[C:19]3=[N:20][CH:21]=[CH:22][C:23]([Br:24])=[C:18]3[CH:17]=[C:16]2[CH:27]=[O:28])(=[O:14])=[O:13])[CH:7]=[CH:8][CH:9]=[CH:10][CH:11]=1. The catalyst class is: 1. (3) Reactant: [Cl:1][C:2]1[N:7]=[C:6]([O:8][CH3:9])[N:5]=[C:4]([NH:10][NH2:11])[CH:3]=1.[CH3:12][C:13]([C:15]1[CH:20]=[CH:19][C:18]([N:21]([CH3:23])[CH3:22])=[CH:17][CH:16]=1)=O. Product: [Cl:1][C:2]1[N:7]=[C:6]([O:8][CH3:9])[N:5]=[C:4]([NH:10][N:11]=[C:13]([C:15]2[CH:20]=[CH:19][C:18]([N:21]([CH3:23])[CH3:22])=[CH:17][CH:16]=2)[CH3:12])[CH:3]=1. The catalyst class is: 8. (4) Reactant: [CH3:1][O:2][C:3]1[C:4]([OH:20])=[C:5]([C:9]2[N:13]([C:14]3[CH:19]=[CH:18][CH:17]=[CH:16][CH:15]=3)[N:12]=[CH:11][CH:10]=2)[N:6]=[N:7][CH:8]=1.Cl[C:22]1[S:23][CH:24]=[CH:25][N:26]=1.C(=O)([O-])[O-].[Cs+].[Cs+].O. Product: [CH3:1][O:2][C:3]1[C:4](=[O:20])[C:5]([C:9]2[N:13]([C:14]3[CH:19]=[CH:18][CH:17]=[CH:16][CH:15]=3)[N:12]=[CH:11][CH:10]=2)=[N:6][N:7]([C:22]2[S:23][CH:24]=[CH:25][N:26]=2)[CH:8]=1. The catalyst class is: 3. (5) Reactant: [Cl:1][C:2]1[CH:3]=[CH:4][CH:5]=[C:6]2[C:11]=1[N:10]=[CH:9][C:8]([CH:12]([NH:14]S(C(C)(C)C)=O)[CH3:13])=[C:7]2[C:21]1[CH:26]=[CH:25][CH:24]=[CH:23][N:22]=1.Cl.[OH-].[Na+].C([O-])(O)=O.[Na+]. Product: [Cl:1][C:2]1[CH:3]=[CH:4][CH:5]=[C:6]2[C:11]=1[N:10]=[CH:9][C:8]([CH:12]([NH2:14])[CH3:13])=[C:7]2[C:21]1[CH:26]=[CH:25][CH:24]=[CH:23][N:22]=1. The catalyst class is: 1. (6) Reactant: C(OC([N:8]1[CH2:12][C@H:11]([CH2:13][NH:14][C:15]2[CH:20]=[CH:19][C:18]([Cl:21])=[CH:17][CH:16]=2)[C@@H:10]([CH2:22][C:23]2[CH:28]=[CH:27][CH:26]=[CH:25][CH:24]=2)[CH2:9]1)=O)(C)(C)C.Cl[CH2:30][C:31]1[CH:36]=[CH:35][CH:34]=[C:33]([O:37][CH3:38])[CH:32]=1.CC#N. Product: [CH2:22]([C@H:10]1[CH2:9][NH:8][CH2:12][C@@H:11]1[CH2:13][N:14]([C:15]1[CH:20]=[CH:19][C:18]([Cl:21])=[CH:17][CH:16]=1)[CH2:30][C:31]1[CH:36]=[CH:35][CH:34]=[C:33]([O:37][CH3:38])[CH:32]=1)[C:23]1[CH:28]=[CH:27][CH:26]=[CH:25][CH:24]=1. The catalyst class is: 6. (7) Reactant: [F:1][C:2]1[CH:7]=[C:6]([F:8])[CH:5]=[CH:4][C:3]=1[N:9]1[C:17](=[O:18])[C:16]2[C@H:15]3[C:19]([CH3:21])([CH3:20])[C@:12]([CH3:22])([CH2:13][CH2:14]3)[C:11]=2[NH:10]1.[F:23][C:24]1[CH:31]=[CH:30][C:27]([CH2:28]Br)=[CH:26][CH:25]=1. Product: [F:1][C:2]1[CH:7]=[C:6]([F:8])[CH:5]=[CH:4][C:3]=1[N:9]1[C:17](=[O:18])[C:16]2[C@H:15]3[C:19]([CH3:21])([CH3:20])[C@:12]([CH3:22])([CH2:13][CH2:14]3)[C:11]=2[N:10]1[CH2:28][C:27]1[CH:30]=[CH:31][C:24]([F:23])=[CH:25][CH:26]=1. The catalyst class is: 711. (8) Reactant: [C:1]1([N:11]2[C:15]([S:16][CH2:17][C:18]([OH:20])=O)=[N:14][N:13]=[N:12]2)[C:10]2[C:5](=[CH:6][CH:7]=[CH:8][CH:9]=2)[CH:4]=[CH:3][CH:2]=1.[Cl:21][C:22]1[CH:28]=[CH:27][CH:26]=[CH:25][C:23]=1[NH2:24].O=P(Cl)(Cl)Cl. Product: [Cl:21][C:22]1[CH:28]=[CH:27][CH:26]=[CH:25][C:23]=1[NH:24][C:18](=[O:20])[CH2:17][S:16][C:15]1[N:11]([C:1]2[C:10]3[C:5](=[CH:6][CH:7]=[CH:8][CH:9]=3)[CH:4]=[CH:3][CH:2]=2)[N:12]=[N:13][N:14]=1. The catalyst class is: 17.